From a dataset of Forward reaction prediction with 1.9M reactions from USPTO patents (1976-2016). Predict the product of the given reaction. (1) Given the reactants [F:1][C:2]([F:7])([F:6])[C:3]([OH:5])=[O:4].[C:8]([N:11]([CH2:28][C:29]1[CH:30]=[C:31]([NH:35]C(=O)OC(C)(C)C)[CH:32]=[CH:33][CH:34]=1)[CH2:12][C:13]1[CH:18]=[CH:17][CH:16]=[C:15]([NH:19][C:20]2[C:25]([Cl:26])=[CH:24][N:23]=[C:22](Cl)[N:21]=2)[CH:14]=1)(=[O:10])[CH3:9].FC(F)(F)C(O)=O, predict the reaction product. The product is: [F:1][C:2]([F:7])([F:6])[C:3]([OH:5])=[O:4].[C:8]([N:11]1[CH2:28][C:29]2[CH:30]=[C:31]([CH:32]=[CH:33][CH:34]=2)[NH:35][C:22]2=[N:21][C:20](=[C:25]([Cl:26])[CH:24]=[N:23]2)[NH:19][C:15]2=[CH:14][C:13](=[CH:18][CH:17]=[CH:16]2)[CH2:12]1)(=[O:10])[CH3:9]. (2) Given the reactants [F:1][C:2]1[CH:7]=[CH:6][CH:5]=[CH:4][C:3]=1[N:8]=[C:9]=[O:10].Cl.[NH2:12][CH2:13][C:14]1[CH:19]=[CH:18][C:17]([B:20]([OH:22])[OH:21])=[CH:16][CH:15]=1, predict the reaction product. The product is: [F:1][C:2]1[CH:7]=[CH:6][CH:5]=[CH:4][C:3]=1[NH:8][C:9](=[O:10])[NH:12][CH2:13][C:14]1[CH:15]=[CH:16][C:17]([B:20]([OH:22])[OH:21])=[CH:18][CH:19]=1. (3) Given the reactants [CH3:1][O:2][C:3](=[O:28])[C:4]1[CH:9]=[C:8]([CH:10]([C:12]2[CH:17]=[CH:16][C:15]([N:18]([C:20]3[CH:25]=[CH:24][C:23]([Cl:26])=[CH:22][CH:21]=3)[CH3:19])=[CH:14][N:13]=2)[OH:11])[CH:7]=[CH:6][C:5]=1[Br:27].C(C1C(=O)C(Cl)=C(Cl)C(=O)C=1C#N)#N, predict the reaction product. The product is: [CH3:1][O:2][C:3](=[O:28])[C:4]1[CH:9]=[C:8]([C:10](=[O:11])[C:12]2[CH:17]=[CH:16][C:15]([N:18]([C:20]3[CH:25]=[CH:24][C:23]([Cl:26])=[CH:22][CH:21]=3)[CH3:19])=[CH:14][N:13]=2)[CH:7]=[CH:6][C:5]=1[Br:27].